Dataset: NCI-60 drug combinations with 297,098 pairs across 59 cell lines. Task: Regression. Given two drug SMILES strings and cell line genomic features, predict the synergy score measuring deviation from expected non-interaction effect. (1) Drug 1: CC1C(C(CC(O1)OC2CC(CC3=C2C(=C4C(=C3O)C(=O)C5=C(C4=O)C(=CC=C5)OC)O)(C(=O)CO)O)N)O.Cl. Cell line: PC-3. Synergy scores: CSS=15.1, Synergy_ZIP=-5.37, Synergy_Bliss=-5.67, Synergy_Loewe=-4.74, Synergy_HSA=-3.58. Drug 2: C(CCl)NC(=O)N(CCCl)N=O. (2) Drug 1: CNC(=O)C1=CC=CC=C1SC2=CC3=C(C=C2)C(=NN3)C=CC4=CC=CC=N4. Drug 2: CC12CCC3C(C1CCC2O)C(CC4=C3C=CC(=C4)O)CCCCCCCCCS(=O)CCCC(C(F)(F)F)(F)F. Cell line: CAKI-1. Synergy scores: CSS=1.48, Synergy_ZIP=-3.20, Synergy_Bliss=-5.21, Synergy_Loewe=-6.44, Synergy_HSA=-4.72. (3) Drug 1: CC1=C(C=C(C=C1)NC(=O)C2=CC=C(C=C2)CN3CCN(CC3)C)NC4=NC=CC(=N4)C5=CN=CC=C5. Drug 2: CC(C)(C#N)C1=CC(=CC(=C1)CN2C=NC=N2)C(C)(C)C#N. Cell line: KM12. Synergy scores: CSS=-4.38, Synergy_ZIP=3.45, Synergy_Bliss=-1.93, Synergy_Loewe=-8.59, Synergy_HSA=-6.60. (4) Drug 1: C1=CC(=C2C(=C1NCCNCCO)C(=O)C3=C(C=CC(=C3C2=O)O)O)NCCNCCO. Drug 2: C1=CN(C=N1)CC(O)(P(=O)(O)O)P(=O)(O)O. Cell line: SF-268. Synergy scores: CSS=9.47, Synergy_ZIP=-19.0, Synergy_Bliss=-34.8, Synergy_Loewe=-43.8, Synergy_HSA=-32.4. (5) Drug 1: COC1=CC(=CC(=C1O)OC)C2C3C(COC3=O)C(C4=CC5=C(C=C24)OCO5)OC6C(C(C7C(O6)COC(O7)C8=CC=CS8)O)O. Drug 2: CC1=C(C(=CC=C1)Cl)NC(=O)C2=CN=C(S2)NC3=CC(=NC(=N3)C)N4CCN(CC4)CCO. Cell line: OVCAR-8. Synergy scores: CSS=42.8, Synergy_ZIP=-1.01, Synergy_Bliss=-1.55, Synergy_Loewe=-0.755, Synergy_HSA=0.731. (6) Drug 1: CS(=O)(=O)C1=CC(=C(C=C1)C(=O)NC2=CC(=C(C=C2)Cl)C3=CC=CC=N3)Cl. Drug 2: CC1=C(C=C(C=C1)NC(=O)C2=CC=C(C=C2)CN3CCN(CC3)C)NC4=NC=CC(=N4)C5=CN=CC=C5. Cell line: HCC-2998. Synergy scores: CSS=-0.528, Synergy_ZIP=-0.0132, Synergy_Bliss=1.39, Synergy_Loewe=-3.05, Synergy_HSA=-3.34.